Task: Predict the product of the given reaction.. Dataset: Forward reaction prediction with 1.9M reactions from USPTO patents (1976-2016) Given the reactants [CH2:1]([CH:5]([C:11]([CH3:13])=[O:12])[C:6]([O:8]CC)=O)[CH2:2][CH2:3][CH3:4].[CH:14]([C:17]1[CH:23]=[CH:22][C:20]([NH2:21])=[CH:19][CH:18]=1)([CH3:16])[CH3:15], predict the reaction product. The product is: [C:11]([CH:5]([CH2:1][CH2:2][CH2:3][CH3:4])[C:6]([NH:21][C:20]1[CH:22]=[CH:23][C:17]([CH:14]([CH3:16])[CH3:15])=[CH:18][CH:19]=1)=[O:8])(=[O:12])[CH3:13].